This data is from Reaction yield outcomes from USPTO patents with 853,638 reactions. The task is: Predict the reaction yield, written as a fraction of the theoretical maximum amount of product (1.0 means a 100% yield; for example, 0.34 means a 34% yield). (1) The product is [Br:1][C:2]1[C:11]2[C:10]3[CH:15]=[CH:14][CH:13]=[N:16][C:9]=3[CH2:8][CH2:7][C:6]=2[CH:5]=[CH:4][CH:3]=1. The reactants are [Br:1][C:2]1[CH:3]=[CH:4][CH:5]=[C:6]2[C:11]=1[CH2:10][C:9](=O)[CH2:8][CH2:7]2.[CH2:13]([NH2:16])[C:14]#[CH:15]. No catalyst specified. The yield is 0.490. (2) The reactants are [NH2:1][C:2]1[C:7]([NH:8][C:9]2[CH:14]=[CH:13][C:12]([I:15])=[CH:11][C:10]=2[F:16])=[C:6]([CH3:17])[C:5](=[O:18])[N:4]2[CH2:19][CH2:20][S:21][C:3]=12.[CH2:22]([O:29][CH:30]1[CH2:33][CH:32]([S:34](Cl)(=[O:36])=[O:35])[CH2:31]1)[C:23]1[CH:28]=[CH:27][CH:26]=[CH:25][CH:24]=1. The catalyst is N1C=CC=CC=1. The product is [F:16][C:10]1[CH:11]=[C:12]([I:15])[CH:13]=[CH:14][C:9]=1[NH:8][C:7]1[C:2]([NH:1][S:34]([CH:32]2[CH2:33][CH:30]([O:29][CH2:22][C:23]3[CH:28]=[CH:27][CH:26]=[CH:25][CH:24]=3)[CH2:31]2)(=[O:36])=[O:35])=[C:3]2[S:21][CH2:20][CH2:19][N:4]2[C:5](=[O:18])[C:6]=1[CH3:17]. The yield is 0.430.